Dataset: Retrosynthesis with 50K atom-mapped reactions and 10 reaction types from USPTO. Task: Predict the reactants needed to synthesize the given product. (1) Given the product O=c1c2ccccc2nnn1CCCCl, predict the reactants needed to synthesize it. The reactants are: ClCCCI.O=c1[nH]nnc2ccccc12. (2) Given the product COC(=O)[C@H](Cc1ccc(OC(C)=O)cc1)n1cccc1, predict the reactants needed to synthesize it. The reactants are: CC(=O)Cl.COC(=O)[C@H](Cc1ccc(O)cc1)n1cccc1. (3) The reactants are: COc1ccc(Cl)cc1-c1c([N+](=O)[O-])cnn1CCC(C)C. Given the product COc1ccc(Cl)cc1-c1c(N)cnn1CCC(C)C, predict the reactants needed to synthesize it.